Dataset: Peptide-MHC class II binding affinity with 134,281 pairs from IEDB. Task: Regression. Given a peptide amino acid sequence and an MHC pseudo amino acid sequence, predict their binding affinity value. This is MHC class II binding data. The peptide sequence is EAMSQVTNSATIMMQR. The MHC is HLA-DPA10201-DPB10101 with pseudo-sequence HLA-DPA10201-DPB10101. The binding affinity (normalized) is 0.293.